Dataset: Forward reaction prediction with 1.9M reactions from USPTO patents (1976-2016). Task: Predict the product of the given reaction. (1) Given the reactants [N:1]1([CH2:7][C:8]2[N:13]=[C:12]([NH:14]C(=O)OC(C)(C)C)[CH:11]=[CH:10][CH:9]=2)[CH2:6][CH2:5][O:4][CH2:3][CH2:2]1.FC(F)(F)C(O)=O, predict the reaction product. The product is: [N:1]1([CH2:7][C:8]2[N:13]=[C:12]([NH2:14])[CH:11]=[CH:10][CH:9]=2)[CH2:6][CH2:5][O:4][CH2:3][CH2:2]1. (2) Given the reactants [O:1]=[C:2]1[C:11]2[C:6](=[CH:7][CH:8]=[CH:9][C:10]=2[O:12][C@H:13]([CH3:18])[C:14]([O:16]C)=O)[N:5]=[CH:4][NH:3]1.[CH3:19][NH:20][CH2:21][CH2:22][OH:23], predict the reaction product. The product is: [OH:23][CH2:22][CH2:21][N:20]([CH3:19])[C:14](=[O:16])[C@H:13]([O:12][C:10]1[CH:9]=[CH:8][CH:7]=[C:6]2[C:11]=1[C:2](=[O:1])[NH:3][CH:4]=[N:5]2)[CH3:18]. (3) Given the reactants [F:1][C:2]1[CH:7]=[CH:6][C:5]([C:8]2[O:9][C:10]3[CH:20]=[C:19]([N:21]([CH3:26])[S:22]([CH3:25])(=[O:24])=[O:23])[C:18]([C:27]4[CH:28]=[N:29][CH:30]=[CH:31][CH:32]=4)=[CH:17][C:11]=3[C:12]=2[C:13]([NH:15][CH3:16])=[O:14])=[CH:4][CH:3]=1, predict the reaction product. The product is: [F:1][C:2]1[CH:7]=[CH:6][C:5]([C:8]2[O:9][C:10]3[CH:20]=[C:19]([N:21]([CH3:26])[S:22]([CH3:25])(=[O:24])=[O:23])[C:18]([CH:27]4[CH2:32][CH2:31][CH2:30][NH:29][CH2:28]4)=[CH:17][C:11]=3[C:12]=2[C:13]([NH:15][CH3:16])=[O:14])=[CH:4][CH:3]=1.